From a dataset of Catalyst prediction with 721,799 reactions and 888 catalyst types from USPTO. Predict which catalyst facilitates the given reaction. (1) Reactant: [N+:1]([C:4]1[CH:9]=[CH:8][C:7]([OH:10])=[CH:6][CH:5]=1)([O-:3])=[O:2].Br[CH2:12][C:13]([O:15][C:16]([CH3:19])([CH3:18])[CH3:17])=[O:14].C(=O)([O-])[O-].[K+].[K+].O1CCCC1. Product: [N+:1]([C:4]1[CH:9]=[CH:8][C:7]([O:10][CH2:12][C:13]([O:15][C:16]([CH3:19])([CH3:18])[CH3:17])=[O:14])=[CH:6][CH:5]=1)([O-:3])=[O:2]. The catalyst class is: 6. (2) Reactant: [OH:1][N:2]=[C:3](Cl)[C:4]1[CH:9]=[CH:8][C:7]([CH3:10])=[CH:6][CH:5]=1.[Br:12][C:13]1[N:14]=[C:15]([C:34]#[CH:35])[C:16]([N:19]([C:27]([O:29][C:30]([CH3:33])([CH3:32])[CH3:31])=[O:28])[C:20](=[O:26])[O:21][C:22]([CH3:25])([CH3:24])[CH3:23])=[N:17][CH:18]=1.CCN(CC)CC. Product: [Br:12][C:13]1[N:14]=[C:15]([C:34]2[O:1][N:2]=[C:3]([C:4]3[CH:9]=[CH:8][C:7]([CH3:10])=[CH:6][CH:5]=3)[CH:35]=2)[C:16]([N:19]([C:27]([O:29][C:30]([CH3:33])([CH3:32])[CH3:31])=[O:28])[C:20](=[O:26])[O:21][C:22]([CH3:24])([CH3:25])[CH3:23])=[N:17][CH:18]=1. The catalyst class is: 248. (3) Reactant: [CH3:1][N:2]1[CH2:6][CH2:5][CH2:4][CH:3]1[CH2:7][CH2:8][NH:9][C:10]1[C:11]([NH2:19])=[CH:12][C:13]([N+:16]([O-:18])=[O:17])=[CH:14][CH:15]=1.[CH2:20]([O:22][C:23]1[CH:28]=[CH:27][C:26]([CH2:29][C:30](O)=[O:31])=[CH:25][CH:24]=1)[CH3:21].C(OC1C=CC2C(=CC=CC=2)N1C(OCC)=O)C. Product: [CH2:20]([O:22][C:23]1[CH:28]=[CH:27][C:26]([CH2:29][C:30]([NH:19][C:11]2[CH:12]=[C:13]([N+:16]([O-:18])=[O:17])[CH:14]=[CH:15][C:10]=2[NH:9][CH2:8][CH2:7][CH:3]2[CH2:4][CH2:5][CH2:6][N:2]2[CH3:1])=[O:31])=[CH:25][CH:24]=1)[CH3:21]. The catalyst class is: 22. (4) Reactant: O[C:2]1([C:24]2[CH:29]=[CH:28][C:27]([O:30][CH3:31])=[CH:26][CH:25]=2)[C:6]2[C:7]([CH3:21])=[C:8]([NH:13][C:14](=[O:20])[CH2:15][C:16]([CH3:19])([CH3:18])[CH3:17])[C:9]([CH3:12])=[C:10]([CH3:11])[C:5]=2[O:4][C:3]1([CH3:23])[CH3:22]. Product: [CH3:31][O:30][C:27]1[CH:26]=[CH:25][C:24]([CH:2]2[C:6]3[C:7]([CH3:21])=[C:8]([NH:13][C:14](=[O:20])[CH2:15][C:16]([CH3:17])([CH3:18])[CH3:19])[C:9]([CH3:12])=[C:10]([CH3:11])[C:5]=3[O:4][C:3]2([CH3:23])[CH3:22])=[CH:29][CH:28]=1. The catalyst class is: 175.